From a dataset of Aqueous solubility values for 9,982 compounds from the AqSolDB database. Regression/Classification. Given a drug SMILES string, predict its absorption, distribution, metabolism, or excretion properties. Task type varies by dataset: regression for continuous measurements (e.g., permeability, clearance, half-life) or binary classification for categorical outcomes (e.g., BBB penetration, CYP inhibition). For this dataset (solubility_aqsoldb), we predict Y. (1) The molecule is O=C(c1ccco1)N(O)c1ccccc1. The Y is -3.19 log mol/L. (2) The drug is N#Cc1ccccc1/C=C/c1ccc(/C=C/c2ccccc2C#N)cc1. The Y is -4.22 log mol/L.